Dataset: Full USPTO retrosynthesis dataset with 1.9M reactions from patents (1976-2016). Task: Predict the reactants needed to synthesize the given product. Given the product [CH:1]1([CH2:4][O:5][C:6]2[CH:14]=[CH:13][C:9]3[O:10][CH2:11][O:12][C:8]=3[C:7]=2[C:15]2[C:16]3[NH:23][CH:22]=[C:21]([C:24]([NH:61][C@H:62]([CH2:92][CH2:93][C:94]4[CH:95]=[CH:96][CH:97]=[CH:98][CH:99]=4)[C:63]([N:65]4[CH2:66][CH2:67][CH:68]([N:71]5[N:80]=[C:79]([C:81]6[CH:86]=[CH:85][C:84]([O:87][CH3:88])=[C:83]([O:89][CH3:90])[CH:82]=6)[C@@H:78]6[C@@H:73]([CH2:74][CH2:75][CH2:76][CH2:77]6)[C:72]5=[O:91])[CH2:69][CH2:70]4)=[O:64])=[O:25])[C:17]=3[N:18]=[CH:19][N:20]=2)[CH2:2][CH2:3]1, predict the reactants needed to synthesize it. The reactants are: [CH:1]1([CH2:4][O:5][C:6]2[CH:14]=[CH:13][C:9]3[O:10][CH2:11][O:12][C:8]=3[C:7]=2[C:15]2[C:16]3[NH:23][CH:22]=[C:21]([C:24](O)=[O:25])[C:17]=3[N:18]=[CH:19][N:20]=2)[CH2:3][CH2:2]1.CCN(C(C)C)C(C)C.CN(C(ON1N=NC2C=CC=CC1=2)=[N+](C)C)C.F[P-](F)(F)(F)(F)F.Cl.[NH2:61][C@H:62]([CH2:92][CH2:93][C:94]1[CH:99]=[CH:98][CH:97]=[CH:96][CH:95]=1)[C:63]([N:65]1[CH2:70][CH2:69][CH:68]([N:71]2[N:80]=[C:79]([C:81]3[CH:86]=[CH:85][C:84]([O:87][CH3:88])=[C:83]([O:89][CH3:90])[CH:82]=3)[C@@H:78]3[C@@H:73]([CH2:74][CH2:75][CH2:76][CH2:77]3)[C:72]2=[O:91])[CH2:67][CH2:66]1)=[O:64].C(=O)(O)[O-].[Na+].